Dataset: Reaction yield outcomes from USPTO patents with 853,638 reactions. Task: Predict the reaction yield, written as a fraction of the theoretical maximum amount of product (1.0 means a 100% yield; for example, 0.34 means a 34% yield). (1) The reactants are [Mn]([O-])(=O)(=O)=[O:2].[K+].[CH:7]1([O:12][C:13]2[CH:14]=[C:15]([CH:18]=[CH:19][C:20]=2[O:21][CH3:22])[CH:16]=[O:17])[CH2:11][CH2:10][CH2:9][CH2:8]1.Cl. The catalyst is O.C([N+](CCCC)(CCCC)CCCC)CCC.[Br-].N1C=CC=CC=1. The product is [CH:7]1([O:12][C:13]2[CH:14]=[C:15]([CH:18]=[CH:19][C:20]=2[O:21][CH3:22])[C:16]([OH:2])=[O:17])[CH2:8][CH2:9][CH2:10][CH2:11]1. The yield is 0.670. (2) The reactants are [CH2:1]([O:8][C:9](=[O:35])[C@H:10]([C:15](=[O:34])[C@@H:16]([OH:33])[C@H:17]([NH:25][C:26]([O:28][C:29]([CH3:32])([CH3:31])[CH3:30])=[O:27])[CH2:18][C:19]1[CH:24]=[CH:23][CH:22]=[CH:21][CH:20]=1)[CH2:11][CH:12]([CH3:14])[CH3:13])[C:2]1[CH:7]=[CH:6][CH:5]=[CH:4][CH:3]=1.CC1C=CC(S([O-])(=O)=O)=CC=1.C1C=C[NH+]=CC=1.[CH2:53]1[CH2:58][O:57][CH:56]=[CH:55][CH2:54]1.C([O-])([O-])=O.[K+].[K+]. The catalyst is ClCCl. The product is [CH2:1]([O:8][C:9](=[O:35])[C@H:10]([C:15](=[O:34])[C@@H:16]([O:33][CH:56]1[CH2:55][CH2:54][CH2:53][CH2:58][O:57]1)[C@H:17]([NH:25][C:26]([O:28][C:29]([CH3:30])([CH3:32])[CH3:31])=[O:27])[CH2:18][C:19]1[CH:20]=[CH:21][CH:22]=[CH:23][CH:24]=1)[CH2:11][CH:12]([CH3:13])[CH3:14])[C:2]1[CH:7]=[CH:6][CH:5]=[CH:4][CH:3]=1. The yield is 0.908.